From a dataset of Forward reaction prediction with 1.9M reactions from USPTO patents (1976-2016). Predict the product of the given reaction. (1) Given the reactants [O:1]=[C:2]1[CH:11]=[CH:10][C:9]2[C:4](=[CH:5][CH:6]=[C:7]([C:12]([F:15])([F:14])[F:13])[CH:8]=2)[N:3]1[CH2:16][C:17]([OH:19])=O.[Br:20][C:21]1[C:22]([N:27]2[N:31]=[CH:30][CH:29]=[N:28]2)=[C:23]([NH2:26])[S:24][CH:25]=1, predict the reaction product. The product is: [Br:20][C:21]1[C:22]([N:27]2[N:31]=[CH:30][CH:29]=[N:28]2)=[C:23]([NH:26][C:17](=[O:19])[CH2:16][N:3]2[C:4]3[C:9](=[CH:8][C:7]([C:12]([F:13])([F:14])[F:15])=[CH:6][CH:5]=3)[CH:10]=[CH:11][C:2]2=[O:1])[S:24][CH:25]=1. (2) Given the reactants [F:1][C:2]([F:7])([F:6])[C:3]([OH:5])=[O:4].[NH2:8][CH2:9][C:10]1[C:11]([C:15]2[N:19]([C:20]3[CH:25]=[CH:24][C:23]([F:26])=[C:22]([Cl:27])[CH:21]=3)C(=O)[O:17][N:16]=2)=[N:12][O:13][N:14]=1.[S:29](N)([NH2:32])(=[O:31])=[O:30].[OH-].[Na+], predict the reaction product. The product is: [F:1][C:2]([F:7])([F:6])[C:3]([OH:5])=[O:4].[NH2:32][S:29]([NH:8][CH2:9][C:10]1[C:11]([C:15](=[N:16][OH:17])[NH:19][C:20]2[CH:25]=[CH:24][C:23]([F:26])=[C:22]([Cl:27])[CH:21]=2)=[N:12][O:13][N:14]=1)(=[O:31])=[O:30]. (3) Given the reactants [C:1]([O:5][C:6]([NH:8][CH:9]([CH2:17][C:18]1[CH:23]=[CH:22][C:21]([OH:24])=[CH:20][CH:19]=1)[C:10]([O:12][C:13]([CH3:16])([CH3:15])[CH3:14])=[O:11])=[O:7])([CH3:4])([CH3:3])[CH3:2].[S:25](O[S:25]([C:28]([F:31])([F:30])[F:29])(=[O:27])=[O:26])([C:28]([F:31])([F:30])[F:29])(=[O:27])=[O:26].O, predict the reaction product. The product is: [C:1]([O:5][C:6]([NH:8][C@@H:9]([CH2:17][C:18]1[CH:23]=[CH:22][C:21]([O:24][S:25]([C:28]([F:31])([F:30])[F:29])(=[O:27])=[O:26])=[CH:20][CH:19]=1)[C:10]([O:12][C:13]([CH3:16])([CH3:15])[CH3:14])=[O:11])=[O:7])([CH3:2])([CH3:3])[CH3:4]. (4) Given the reactants [S:1]1[C:5]2[CH:6]=[CH:7][CH:8]=[CH:9][C:4]=2[CH:3]=[C:2]1[CH2:10][O:11][CH2:12][C:13]1[O:17][N:16]=[C:15]([C:18]([OH:20])=O)[CH:14]=1.C(N(CC)CC)C.Cl.C(N=C=NCCCN(C)C)C.ON1C2C=CC=CC=2N=N1.[O:50]1[CH2:54][CH2:53][CH:52]([CH2:55][NH2:56])[CH2:51]1, predict the reaction product. The product is: [O:50]1[CH2:54][CH2:53][CH:52]([CH2:55][NH:56][C:18]([C:15]2[CH:14]=[C:13]([CH2:12][O:11][CH2:10][C:2]3[S:1][C:5]4[CH:6]=[CH:7][CH:8]=[CH:9][C:4]=4[CH:3]=3)[O:17][N:16]=2)=[O:20])[CH2:51]1.